This data is from Full USPTO retrosynthesis dataset with 1.9M reactions from patents (1976-2016). The task is: Predict the reactants needed to synthesize the given product. (1) The reactants are: Br.[C:2]([C:6]1[CH:11]=[CH:10][C:9](/[C:12](/[C:31]2[CH:36]=[CH:35][C:34]([CH2:37][CH2:38][CH2:39][CH2:40][N:41]([CH3:43])[CH3:42])=[C:33]([O:44]C)[N:32]=2)=[CH:13]\[C@@H:14]2[N:18](CC3C=CC(OC)=CC=3OC)[C:17](=[O:30])[CH2:16][CH2:15]2)=[CH:8][CH:7]=1)([CH3:5])([CH3:4])[CH3:3].C(=O)(O)[O-].[Na+]. Given the product [C:2]([C:6]1[CH:11]=[CH:10][C:9](/[C:12](/[C:31]2[NH:32][C:33](=[O:44])[C:34]([CH2:37][CH2:38][CH2:39][CH2:40][N:41]([CH3:42])[CH3:43])=[CH:35][CH:36]=2)=[CH:13]\[C@H:14]2[CH2:15][CH2:16][C:17](=[O:30])[NH:18]2)=[CH:8][CH:7]=1)([CH3:5])([CH3:3])[CH3:4], predict the reactants needed to synthesize it. (2) The reactants are: [Br:1][C:2]1[CH:7]=[CH:6][C:5]([CH:8](Br)[CH2:9][CH2:10][CH2:11]Br)=[CH:4][CH:3]=1.[C:14]([O:18][C:19]([N:21]1[CH2:25][C:24](=[O:26])[N:23]([C:27]2[CH:32]=[C:31]([Cl:33])[CH:30]=[C:29]([Cl:34])[CH:28]=2)[C:22]1=[O:35])=[O:20])([CH3:17])([CH3:16])[CH3:15]. Given the product [C:14]([O:18][C:19]([N:21]1[C@@:25]2([CH2:11][CH2:10][CH2:9][C@H:8]2[C:5]2[CH:4]=[CH:3][C:2]([Br:1])=[CH:7][CH:6]=2)[C:24](=[O:26])[N:23]([C:27]2[CH:32]=[C:31]([Cl:33])[CH:30]=[C:29]([Cl:34])[CH:28]=2)[C:22]1=[O:35])=[O:20])([CH3:17])([CH3:15])[CH3:16], predict the reactants needed to synthesize it.